Regression. Given two drug SMILES strings and cell line genomic features, predict the synergy score measuring deviation from expected non-interaction effect. From a dataset of NCI-60 drug combinations with 297,098 pairs across 59 cell lines. (1) Drug 1: CC1C(C(CC(O1)OC2CC(OC(C2O)C)OC3=CC4=CC5=C(C(=O)C(C(C5)C(C(=O)C(C(C)O)O)OC)OC6CC(C(C(O6)C)O)OC7CC(C(C(O7)C)O)OC8CC(C(C(O8)C)O)(C)O)C(=C4C(=C3C)O)O)O)O. Drug 2: C(=O)(N)NO. Cell line: T-47D. Synergy scores: CSS=39.0, Synergy_ZIP=-2.67, Synergy_Bliss=-8.76, Synergy_Loewe=-57.6, Synergy_HSA=-7.43. (2) Drug 1: C1=CC(=CC=C1C#N)C(C2=CC=C(C=C2)C#N)N3C=NC=N3. Drug 2: C1=CN(C(=O)N=C1N)C2C(C(C(O2)CO)O)O.Cl. Cell line: RXF 393. Synergy scores: CSS=1.57, Synergy_ZIP=-0.224, Synergy_Bliss=-1.14, Synergy_Loewe=-3.85, Synergy_HSA=-3.61. (3) Drug 1: C(CC(=O)O)C(=O)CN.Cl. Synergy scores: CSS=43.1, Synergy_ZIP=-0.931, Synergy_Bliss=4.76, Synergy_Loewe=-2.98, Synergy_HSA=3.52. Drug 2: N.N.Cl[Pt+2]Cl. Cell line: HOP-62. (4) Cell line: UACC62. Synergy scores: CSS=3.06, Synergy_ZIP=-0.281, Synergy_Bliss=1.34, Synergy_Loewe=-0.832, Synergy_HSA=0.0462. Drug 1: C1=NC2=C(N1)C(=S)N=CN2. Drug 2: CCCCCOC(=O)NC1=NC(=O)N(C=C1F)C2C(C(C(O2)C)O)O. (5) Drug 1: C1CC(C1)(C(=O)O)C(=O)O.[NH2-].[NH2-].[Pt+2]. Drug 2: CCCCC(=O)OCC(=O)C1(CC(C2=C(C1)C(=C3C(=C2O)C(=O)C4=C(C3=O)C=CC=C4OC)O)OC5CC(C(C(O5)C)O)NC(=O)C(F)(F)F)O. Cell line: HOP-92. Synergy scores: CSS=58.8, Synergy_ZIP=-0.204, Synergy_Bliss=3.86, Synergy_Loewe=-12.6, Synergy_HSA=5.94. (6) Drug 1: CN(CCCl)CCCl.Cl. Drug 2: C1=NNC2=C1C(=O)NC=N2. Cell line: HOP-62. Synergy scores: CSS=24.2, Synergy_ZIP=-3.52, Synergy_Bliss=1.51, Synergy_Loewe=-0.773, Synergy_HSA=0.476. (7) Drug 1: C1CN(CCN1C(=O)CCBr)C(=O)CCBr. Drug 2: C1CN(P(=O)(OC1)NCCCl)CCCl. Cell line: PC-3. Synergy scores: CSS=17.6, Synergy_ZIP=0.156, Synergy_Bliss=3.34, Synergy_Loewe=4.60, Synergy_HSA=-0.810. (8) Drug 1: CCCS(=O)(=O)NC1=C(C(=C(C=C1)F)C(=O)C2=CNC3=C2C=C(C=N3)C4=CC=C(C=C4)Cl)F. Drug 2: CC12CCC(CC1=CCC3C2CCC4(C3CC=C4C5=CN=CC=C5)C)O. Cell line: UO-31. Synergy scores: CSS=30.1, Synergy_ZIP=-0.836, Synergy_Bliss=4.54, Synergy_Loewe=3.72, Synergy_HSA=5.58. (9) Drug 1: C1CCC(CC1)NC(=O)N(CCCl)N=O. Drug 2: CCN(CC)CCCC(C)NC1=C2C=C(C=CC2=NC3=C1C=CC(=C3)Cl)OC. Cell line: CCRF-CEM. Synergy scores: CSS=44.2, Synergy_ZIP=-4.39, Synergy_Bliss=-8.18, Synergy_Loewe=-16.2, Synergy_HSA=-5.52.